The task is: Predict the reactants needed to synthesize the given product.. This data is from Full USPTO retrosynthesis dataset with 1.9M reactions from patents (1976-2016). (1) Given the product [CH3:1][C:2]1([CH2:8][CH2:9][S:10]([C:13]2[CH:14]=[CH:15][C:16]([S:19]([CH3:22])(=[O:20])=[O:21])=[CH:17][CH:18]=2)(=[O:12])=[O:11])[CH2:7][CH2:6][N:5]([CH2:34][CH2:35][C@@H:36]([C:37]2[CH:42]=[CH:41][CH:40]=[CH:39][CH:38]=2)[OH:43])[CH2:4][CH2:3]1, predict the reactants needed to synthesize it. The reactants are: [CH3:1][C:2]1([CH2:8][CH2:9][S:10]([C:13]2[CH:18]=[CH:17][C:16]([S:19]([CH3:22])(=[O:21])=[O:20])=[CH:15][CH:14]=2)(=[O:12])=[O:11])[CH2:7][CH2:6][NH:5][CH2:4][CH2:3]1.CC1C=CC(S(O[CH2:34][CH2:35][C@H:36]([OH:43])[C:37]2[CH:42]=[CH:41][CH:40]=[CH:39][CH:38]=2)(=O)=O)=CC=1.C(=O)([O-])[O-].[K+].[K+]. (2) Given the product [Br:1][C:2]1[C:3]([CH2:13][Br:21])=[C:4]([CH:9]=[C:10]([F:12])[CH:11]=1)[C:5]([O:7][CH3:8])=[O:6], predict the reactants needed to synthesize it. The reactants are: [Br:1][C:2]1[C:3]([CH3:13])=[C:4]([CH:9]=[C:10]([F:12])[CH:11]=1)[C:5]([O:7][CH3:8])=[O:6].C1C(=O)N([Br:21])C(=O)C1.C(OOC(=O)C1C=CC=CC=1)(=O)C1C=CC=CC=1. (3) Given the product [CH3:18][N:2]([CH3:1])[C:3]1[C:4]2[N:5]([N:10]=[C:11]([C:13](=[O:15])[CH2:24][C:22]([O:21][CH2:20][CH3:19])=[O:23])[CH:12]=2)[CH:6]=[C:7]([CH3:9])[N:8]=1, predict the reactants needed to synthesize it. The reactants are: [CH3:1][N:2]([CH3:18])[C:3]1[C:4]2[N:5]([N:10]=[C:11]([C:13]([O:15]CC)=O)[CH:12]=2)[CH:6]=[C:7]([CH3:9])[N:8]=1.[CH3:19][CH2:20][O:21][C:22]([CH3:24])=[O:23].[Li+].C[Si]([N-][Si](C)(C)C)(C)C. (4) Given the product [ClH:78].[NH2:67][CH:47]1[CH:46]([CH2:45][C:44]2[CH:75]=[CH:76][CH:77]=[C:42]([F:41])[CH:43]=2)[C:55]2[CH:54]=[C:53]([CH2:56][CH2:57][CH2:58][N:59]([CH3:66])[S:60]([CH2:63][CH2:64][CH3:65])(=[O:62])=[O:61])[CH:52]=[CH:51][C:50]=2[CH2:49][CH2:48]1, predict the reactants needed to synthesize it. The reactants are: FC1C=C(C=CC=1)CC1C2C(=CC=C(CCCNS(CCC)(=O)=O)C=2)CCC1NC(=O)[O-].CI.C(=O)([O-])[O-].[Cs+].[Cs+].[F:41][C:42]1[CH:43]=[C:44]([CH:75]=[CH:76][CH:77]=1)[CH2:45][CH:46]1[C:55]2[C:50](=[CH:51][CH:52]=[C:53]([CH2:56][CH2:57][CH2:58][N:59]([CH3:66])[S:60]([CH2:63][CH2:64][CH3:65])(=[O:62])=[O:61])[CH:54]=2)[CH2:49][CH2:48][CH:47]1[NH:67]C(=O)OC(C)(C)C.[ClH:78].